From a dataset of Full USPTO retrosynthesis dataset with 1.9M reactions from patents (1976-2016). Predict the reactants needed to synthesize the given product. (1) Given the product [CH2:15]([O:17][C:18]([C:20]1[CH:25]=[CH:24][C:23]([O:14][CH2:13][C:3]2[C:4]([C:7]3[CH:12]=[CH:11][CH:10]=[CH:9][CH:8]=3)=[N:5][O:6][C:2]=2[CH3:1])=[CH:22][N:21]=1)=[O:19])[CH3:16], predict the reactants needed to synthesize it. The reactants are: [CH3:1][C:2]1[O:6][N:5]=[C:4]([C:7]2[CH:12]=[CH:11][CH:10]=[CH:9][CH:8]=2)[C:3]=1[CH2:13][OH:14].[CH2:15]([O:17][C:18]([C:20]1[CH:25]=[CH:24][C:23](O)=[CH:22][N:21]=1)=[O:19])[CH3:16].C1(P(C2C=CC=CC=2)C2C=CC=CC=2)C=CC=CC=1.N(C(OCC)=O)=NC(OCC)=O. (2) Given the product [F:1][C:2]([F:15])([CH3:14])[CH2:3][O:4][C:5]1[N:10]=[CH:9][C:8]([CH:11]([NH:22][S@@:20]([C:17]([CH3:19])([CH3:18])[CH3:16])=[O:21])[CH3:12])=[CH:7][CH:6]=1, predict the reactants needed to synthesize it. The reactants are: [F:1][C:2]([F:15])([CH3:14])[CH2:3][O:4][C:5]1[N:10]=[CH:9][C:8]([C:11](=O)[CH3:12])=[CH:7][CH:6]=1.[CH3:16][C:17]([S@:20]([NH2:22])=[O:21])([CH3:19])[CH3:18].